Dataset: Full USPTO retrosynthesis dataset with 1.9M reactions from patents (1976-2016). Task: Predict the reactants needed to synthesize the given product. (1) Given the product [F:21][C:22]1[CH:23]=[C:24]([CH:27]=[CH:28][C:29]=1[N:30]1[CH2:35][CH2:34][N:33]([C:18]([C:9]2[CH:10]=[C:11]([S:14]([CH3:17])(=[O:15])=[O:16])[CH:12]=[CH:13][C:8]=2[C:5]2[CH:4]=[CH:3][C:2]([F:1])=[CH:7][CH:6]=2)=[O:20])[CH2:32][CH2:31]1)[CH:25]=[O:26], predict the reactants needed to synthesize it. The reactants are: [F:1][C:2]1[CH:7]=[CH:6][C:5]([C:8]2[C:9]([C:18]([OH:20])=O)=[CH:10][C:11]([S:14]([CH3:17])(=[O:16])=[O:15])=[CH:12][CH:13]=2)=[CH:4][CH:3]=1.[F:21][C:22]1[CH:23]=[C:24]([CH:27]=[CH:28][C:29]=1[N:30]1[CH2:35][CH2:34][NH:33][CH2:32][CH2:31]1)[CH:25]=[O:26]. (2) Given the product [OH:31][C:29]([CH3:32])([CH3:30])[CH2:28][NH:27][CH2:2][C:3]([NH:5][C:6]1[CH:26]=[CH:25][C:9]2[N:10]=[C:11]([NH:14][C@H:15]3[C:24]4[C:19](=[CH:20][CH:21]=[CH:22][CH:23]=4)[CH2:18][CH2:17][CH2:16]3)[O:12][CH2:13][C:8]=2[CH:7]=1)=[O:4], predict the reactants needed to synthesize it. The reactants are: Cl[CH2:2][C:3]([NH:5][C:6]1[CH:26]=[CH:25][C:9]2[N:10]=[C:11]([NH:14][C@H:15]3[C:24]4[C:19](=[CH:20][CH:21]=[CH:22][CH:23]=4)[CH2:18][CH2:17][CH2:16]3)[O:12][CH2:13][C:8]=2[CH:7]=1)=[O:4].[NH2:27][CH2:28][C:29]([CH3:32])([OH:31])[CH3:30]. (3) The reactants are: [F:1][C:2]1[CH:7]=[CH:6][C:5]([N:8]2[C:17]3[C:12](=[N:13][CH:14]=[C:15]([CH2:18][C:19]4[CH:24]=[CH:23][C:22]([F:25])=[CH:21][CH:20]=4)[CH:16]=3)[C:11]([OH:26])=[C:10]([C:27](OCC)=[O:28])[C:9]2=[O:32])=[CH:4][CH:3]=1.[NH2:33][CH2:34][CH2:35][OH:36]. Given the product [F:1][C:2]1[CH:3]=[CH:4][C:5]([N:8]2[C:17]3[C:12](=[N:13][CH:14]=[C:15]([CH2:18][C:19]4[CH:24]=[CH:23][C:22]([F:25])=[CH:21][CH:20]=4)[CH:16]=3)[C:11]([OH:26])=[C:10]([C:27]([NH:33][CH2:34][CH2:35][OH:36])=[O:28])[C:9]2=[O:32])=[CH:6][CH:7]=1, predict the reactants needed to synthesize it. (4) Given the product [CH2:7]([N:4]1[CH2:5][CH2:6][CH:2]([NH:1][C:15]2[CH:16]=[C:17]3[C:21](=[C:22]([CH3:24])[CH:23]=2)[C:20](=[O:25])[N:19]([CH2:26][C:27]2[CH:32]=[CH:31][C:30]([O:33][C:34]([F:37])([F:36])[F:35])=[CH:29][CH:28]=2)[CH2:18]3)[CH2:3]1)[C:8]1[CH:13]=[CH:12][CH:11]=[CH:10][CH:9]=1, predict the reactants needed to synthesize it. The reactants are: [NH2:1][CH:2]1[CH2:6][CH2:5][N:4]([CH2:7][C:8]2[CH:13]=[CH:12][CH:11]=[CH:10][CH:9]=2)[CH2:3]1.Br[C:15]1[CH:16]=[C:17]2[C:21](=[C:22]([CH3:24])[CH:23]=1)[C:20](=[O:25])[N:19]([CH2:26][C:27]1[CH:32]=[CH:31][C:30]([O:33][C:34]([F:37])([F:36])[F:35])=[CH:29][CH:28]=1)[CH2:18]2.CC([O-])(C)C.[Na+].C1C=CC(P(C2C(C3C(P(C4C=CC=CC=4)C4C=CC=CC=4)=CC=C4C=3C=CC=C4)=C3C(C=CC=C3)=CC=2)C2C=CC=CC=2)=CC=1. (5) Given the product [O:25]1[C:24]2[C:19](=[N:20][CH:21]=[CH:22][CH:23]=2)[O:28][CH:27]([CH2:29][N:1]2[CH2:2][CH:3]=[C:4]([C:7]3[C:15]4[C:10](=[CH:11][CH:12]=[C:13]([C:16]#[N:17])[CH:14]=4)[NH:9][CH:8]=3)[CH2:5][CH2:6]2)[CH2:26]1, predict the reactants needed to synthesize it. The reactants are: [NH:1]1[CH2:6][CH:5]=[C:4]([C:7]2[C:15]3[C:10](=[CH:11][CH:12]=[C:13]([C:16]#[N:17])[CH:14]=3)[NH:9][CH:8]=2)[CH2:3][CH2:2]1.Br[C:19]1[C:24]([O:25][CH2:26][C@@H:27]2[CH2:29][O:28]2)=[CH:23][CH:22]=[CH:21][N:20]=1.CC1C=CC(P(C2C=CC3C(=CC=CC=3)C=2C2C3C(=CC=CC=3)C=CC=2P(C2C=CC(C)=CC=2)C2C=CC(C)=CC=2)C2C=CC(C)=CC=2)=CC=1.C(=O)([O-])[O-].[K+].[K+].